From a dataset of Full USPTO retrosynthesis dataset with 1.9M reactions from patents (1976-2016). Predict the reactants needed to synthesize the given product. (1) Given the product [S:11]([N:8]1[C:5]2=[N:6][CH:7]=[C:2]([C:21]([O:27][CH3:26])=[O:22])[N:3]=[C:4]2[CH:10]=[CH:9]1)([C:14]1[CH:20]=[CH:19][C:17]([CH3:18])=[CH:16][CH:15]=1)(=[O:13])=[O:12], predict the reactants needed to synthesize it. The reactants are: Br[C:2]1[N:3]=[C:4]2[CH:10]=[CH:9][N:8]([S:11]([C:14]3[CH:20]=[CH:19][C:17]([CH3:18])=[CH:16][CH:15]=3)(=[O:13])=[O:12])[C:5]2=[N:6][CH:7]=1.[CH3:21][OH:22].CN([CH:26]=[O:27])C. (2) Given the product [NH2:1][C:2]1[C:3]([Cl:23])=[C:4]2[C:8](=[CH:9][C:10]=1[NH2:11])[C:7](=[O:14])[N:6]([CH:15]1[CH2:16][CH2:17][N:18]([CH3:21])[CH2:19][CH2:20]1)[C:5]2=[O:22], predict the reactants needed to synthesize it. The reactants are: [NH2:1][C:2]1[C:3]([Cl:23])=[C:4]2[C:8](=[CH:9][C:10]=1[N+:11]([O-])=O)[C:7](=[O:14])[N:6]([CH:15]1[CH2:20][CH2:19][N:18]([CH3:21])[CH2:17][CH2:16]1)[C:5]2=[O:22].CC(O)C.Cl.CO. (3) Given the product [Cl:33][C:30]1[CH:31]=[CH:32][C:27]([C:26]2[N:22]([CH2:21][CH3:20])[C:23]([CH3:91])=[C:24]([C:88]([O:90][CH2:11][CH2:12][C:13]([OH:15])=[O:14])=[O:89])[C:25]=2[C:34]2[CH:39]=[CH:38][CH:37]=[C:36]([N:40]3[CH2:41][CH2:42][N:43]([C:46]4[CH:47]=[CH:48][C:49]([NH:52][S:53]([C:56]5[CH:61]=[CH:60][C:59]([NH:62][C@H:63]([CH2:64][CH2:65][N:66]6[CH2:67][CH2:68][CH:69]([OH:72])[CH2:70][CH2:71]6)[CH2:73][S:74][C:75]6[CH:76]=[CH:77][CH:78]=[CH:79][CH:80]=6)=[C:58]([S:81]([C:84]([F:85])([F:86])[F:87])(=[O:82])=[O:83])[CH:57]=5)(=[O:55])=[O:54])=[CH:50][CH:51]=4)[CH2:44][CH2:45]3)[CH:35]=2)=[CH:28][CH:29]=1, predict the reactants needed to synthesize it. The reactants are: CC(C)N=C=NC(C)C.O[CH2:11][CH2:12][C:13]([O:15]C(C)(C)C)=[O:14].[CH3:20][CH2:21][N:22]1[C:26]([C:27]2[CH:32]=[CH:31][C:30]([Cl:33])=[CH:29][CH:28]=2)=[C:25]([C:34]2[CH:39]=[CH:38][CH:37]=[C:36]([N:40]3[CH2:45][CH2:44][N:43]([C:46]4[CH:51]=[CH:50][C:49]([NH:52][S:53]([C:56]5[CH:61]=[CH:60][C:59]([NH:62][C@@H:63]([CH2:73][S:74][C:75]6[CH:80]=[CH:79][CH:78]=[CH:77][CH:76]=6)[CH2:64][CH2:65][N:66]6[CH2:71][CH2:70][CH:69]([OH:72])[CH2:68][CH2:67]6)=[C:58]([S:81]([C:84]([F:87])([F:86])[F:85])(=[O:83])=[O:82])[CH:57]=5)(=[O:55])=[O:54])=[CH:48][CH:47]=4)[CH2:42][CH2:41]3)[CH:35]=2)[C:24]([C:88]([OH:90])=[O:89])=[C:23]1[CH3:91]. (4) Given the product [Si:1]([O:8][C@H:9]1[CH2:13][CH2:12][N:11]([CH2:24][C@H:22]([C:18]2[CH:19]=[CH:20][CH:21]=[C:16]([O:15][CH3:14])[CH:17]=2)[NH:31][CH3:30])[CH2:10]1)([C:4]([CH3:7])([CH3:6])[CH3:5])([CH3:3])[CH3:2], predict the reactants needed to synthesize it. The reactants are: [Si:1]([O:8][C@H:9]1[CH2:13][CH2:12][NH:11][CH2:10]1)([C:4]([CH3:7])([CH3:6])[CH3:5])([CH3:3])[CH3:2].[CH3:14][O:15][C:16]1[CH:17]=[C:18]([C@H:22]2[CH2:24]O2)[CH:19]=[CH:20][CH:21]=1.CS(Cl)(=O)=O.[CH3:30][NH2:31]. (5) Given the product [CH:43]([OH:45])=[O:44].[Cl:27][C:23]1[CH:22]=[C:21]([N:20]2[C:16]([C:12]3[CH:13]=[CH:14][CH:15]=[C:10]([O:9][CH2:8][CH2:7][CH2:6][N:40]4[CH2:41][CH2:42][N:37]([CH3:36])[CH2:38][CH2:39]4)[CH:11]=3)=[CH:17][C:18]([C:28]([N:30]3[CH2:34][C:33](=[O:35])[NH:32][CH2:31]3)=[O:29])=[N:19]2)[CH:26]=[CH:25][CH:24]=1, predict the reactants needed to synthesize it. The reactants are: CS(O[CH2:6][CH2:7][CH2:8][O:9][C:10]1[CH:15]=[CH:14][CH:13]=[C:12]([C:16]2[N:20]([C:21]3[CH:26]=[CH:25][CH:24]=[C:23]([Cl:27])[CH:22]=3)[N:19]=[C:18]([C:28]([N:30]3[CH2:34][C:33](=[O:35])[NH:32][CH2:31]3)=[O:29])[CH:17]=2)[CH:11]=1)(=O)=O.[CH3:36][N:37]1[CH2:42][CH2:41][NH:40][CH2:39][CH2:38]1.[CH:43]([OH:45])=[O:44].ClC1C=C(N2C(C3C=CC=C(OCCCN(C)C)C=3)=CC(C(N3CC(=O)NC3)=O)=N2)C=CC=1. (6) Given the product [ClH:1].[Cl:1][C:2]1[C:3]([N:8]2[CH2:32][CH2:31][C:11]3[N:12]=[CH:13][N:14]=[C:15]([NH:16][C:17]4[CH:25]=[C:24]5[C:20]([C:21]([CH3:29])([CH3:30])[CH2:22][NH:23]5)=[CH:19][CH:18]=4)[C:10]=3[CH2:9]2)=[N:4][CH:5]=[CH:6][CH:7]=1, predict the reactants needed to synthesize it. The reactants are: [Cl:1][C:2]1[C:3]([N:8]2[CH2:32][CH2:31][C:11]3[N:12]=[CH:13][N:14]=[C:15]([NH:16][C:17]4[CH:25]=[C:24]5[C:20]([C:21]([CH3:30])([CH3:29])[CH2:22][N:23]5C(=O)C)=[CH:19][CH:18]=4)[C:10]=3[CH2:9]2)=[N:4][CH:5]=[CH:6][CH:7]=1.Cl. (7) Given the product [CH3:19][S:20]([O:11][CH2:10][CH2:9][NH:8][C:6]([O:5][C:1]([CH3:4])([CH3:3])[CH3:2])=[O:7])(=[O:22])=[O:21], predict the reactants needed to synthesize it. The reactants are: [C:1]([O:5][C:6]([NH:8][CH2:9][CH2:10][OH:11])=[O:7])([CH3:4])([CH3:3])[CH3:2].C(N(CC)CC)C.[CH3:19][S:20](OCCCCO[S:20]([CH3:19])(=[O:22])=[O:21])(=[O:22])=[O:21].O. (8) Given the product [CH3:10][C:11]1[NH:12][C:2]([CH:3]=[O:6])=[C:14]([CH3:16])[CH:15]=1, predict the reactants needed to synthesize it. The reactants are: Cl[CH:2](Cl)[CH3:3].P(Cl)(Cl)(Cl)=[O:6].[CH3:10][C:11]1[NH:12]C=[C:14]([CH3:16])[CH:15]=1.